The task is: Binary Classification. Given a miRNA mature sequence and a target amino acid sequence, predict their likelihood of interaction.. This data is from Experimentally validated miRNA-target interactions with 360,000+ pairs, plus equal number of negative samples. (1) The miRNA is hsa-miR-1268a with sequence CGGGCGUGGUGGUGGGGG. The protein sequence of the target gene is MLGQQQQQLYSSAALLTGERSRLLTCYVQDYLECVESLPHDMQRNVSVLRELDNKYQETLKEIDDVYEKYKKEDDLNQKKRLQQLLQRALINSQELGDEKIQIVTQMLELVENRARQMELHSQCFQDPAESERASDKAKMDSSQPERSSRRPRRQRTSESRDLCHMANGIEDCDDQPPKEKKSKSAKKKKRSKAKQEREASPVEFAIDPNEPTYCLCNQVSYGEMIGCDNEQCPIEWFHFSCVSLTYKPKGKWYCPKCRGDNEKTMDKSTEKTKKDRRSR. Result: 0 (no interaction). (2) The miRNA is hsa-miR-378c with sequence ACUGGACUUGGAGUCAGAAGAGUGG. The protein sequence of the target gene is MRNRMAPENPQPDPFINRNYSNMKVIPPQDPASPSFTLLSKLECSGTVSAYCSLNLPGSTDPPTSASRVAATTAIRRRHKERTSFTHQQYEELEALFSQTMFPDRNLQEKLALRLDLPESTVKVWFRNRRFKLKKQQQQQSAKQRNQILPSKKNVPTSPRTSPSPYAFSPVISDFYSSLPSQPLDPSNWAWNSTFTESSTSDFQMQDTQWERLVASVPALYSDAYDIFQIIELYNLPDENEISSSSFHCLYQYLSPTKYQVGGQGSSLSIFAGPAVGLSPAQTWPNMTSQAFEAYSLTDS.... Result: 1 (interaction).